This data is from Catalyst prediction with 721,799 reactions and 888 catalyst types from USPTO. The task is: Predict which catalyst facilitates the given reaction. (1) Product: [N:3]1([C:28]([CH:25]2[CH2:26][CH2:27][C:20]3([CH2:19][CH2:18][N:17]([C:15]([O:14][C:10]([CH3:11])([CH3:12])[CH3:13])=[O:16])[CH2:22][CH2:21]3)[CH2:23][CH2:24]2)=[O:30])[CH2:4][CH2:6][CH2:9][CH2:7]1. The catalyst class is: 2. Reactant: C([N:3]([CH:7]([CH3:9])C)[CH:4]([CH3:6])C)C.[C:10]([O:14][C:15]([N:17]1[CH2:22][CH2:21][C:20]2([CH2:27][CH2:26][CH:25]([C:28]([OH:30])=O)[CH2:24][CH2:23]2)[CH2:19][CH2:18]1)=[O:16])([CH3:13])([CH3:12])[CH3:11].O.ON1C2C=CC=CC=2N=N1. (2) Reactant: [Br:1][C:2]1[C:10]([N+:11]([O-:13])=[O:12])=[CH:9][CH:8]=[CH:7][C:3]=1[C:4]([OH:6])=O.[C:14]([NH2:18])([CH3:17])([CH3:16])[CH3:15].CCN(C(C)C)C(C)C.C1CN([P+](ON2N=NC3C2=CC=CC=3)(N2CCCC2)N2CCCC2)CC1.F[P-](F)(F)(F)(F)F. Product: [Br:1][C:2]1[C:10]([N+:11]([O-:13])=[O:12])=[CH:9][CH:8]=[CH:7][C:3]=1[C:4]([NH:18][C:14]([CH3:17])([CH3:16])[CH3:15])=[O:6]. The catalyst class is: 31. (3) Reactant: N[C:2]1[CH:7]=[CH:6][CH:5]=[CH:4][N:3]=1.[N:8]1([C:13](N2C=CN=C2)=[O:14])C=CN=C1.[CH3:20]CN(C(C)C)C(C)C.Cl.Cl.Cl.[NH:32]1[C:40]2[C:35](=[CH:36][C:37]([NH:41][C:42]3[C:43]4[CH:50]=[C:49]([C:51]5[CH2:52][CH2:53][NH:54][CH2:55][CH:56]=5)[NH:48][C:44]=4[N:45]=[CH:46][N:47]=3)=[CH:38][CH:39]=2)[CH:34]=[N:33]1. Product: [N:3]1[CH:4]=[CH:5][CH:6]=[CH:7][C:2]=1[CH:53]1[CH2:52][C:51]([C:49]2[NH:48][C:44]3[N:45]=[CH:46][N:47]=[C:42]([NH:41][C:37]4[CH:36]=[C:35]5[C:40](=[CH:39][CH:38]=4)[NH:32][N:33]=[CH:34]5)[C:43]=3[CH:50]=2)=[CH:56][CH2:55][N:54]1[CH2:20][C:13]([NH2:8])=[O:14]. The catalyst class is: 3.